Dataset: Peptide-MHC class I binding affinity with 185,985 pairs from IEDB/IMGT. Task: Regression. Given a peptide amino acid sequence and an MHC pseudo amino acid sequence, predict their binding affinity value. This is MHC class I binding data. (1) The peptide sequence is PYLFWLAAI. The MHC is HLA-A02:01 with pseudo-sequence HLA-A02:01. The binding affinity (normalized) is 0.0263. (2) The peptide sequence is GLYSLPHDL. The MHC is HLA-A02:06 with pseudo-sequence HLA-A02:06. The binding affinity (normalized) is 0.564.